Dataset: Forward reaction prediction with 1.9M reactions from USPTO patents (1976-2016). Task: Predict the product of the given reaction. Given the reactants Br[C:2]1[C:6](Br)=[CH:5][S:4][CH:3]=1.[Cu](C#N)[C:9]#[N:10].[CH3:13][N:14](C)C=O, predict the reaction product. The product is: [S:4]1[CH:5]=[C:6]([C:9]#[N:10])[C:2]([C:13]#[N:14])=[CH:3]1.